Predict which catalyst facilitates the given reaction. From a dataset of Catalyst prediction with 721,799 reactions and 888 catalyst types from USPTO. (1) Product: [Cl:15][C:8]1[O:7][C:6]([CH2:10][C:11]([O:13][CH3:14])=[O:12])=[C:5]([C:3]([O:2][CH3:1])=[O:4])[CH:9]=1. Reactant: [CH3:1][O:2][C:3]([C:5]1[CH:9]=[CH:8][O:7][C:6]=1[CH2:10][C:11]([O:13][CH3:14])=[O:12])=[O:4].[Cl:15]N1C(=O)CCC1=O. The catalyst class is: 3. (2) Reactant: C([O-])([O-])=O.[K+].[K+].[NH:7]1[C:15]2[C:10](=[CH:11][CH:12]=[C:13]([C:16]([O:18][CH2:19][CH3:20])=[O:17])[CH:14]=2)[CH:9]=[C:8]1[C:21]([O:23][CH2:24][CH3:25])=[O:22].Br[CH:27]([CH3:30])[C:28]#[N:29]. Product: [C:28]([CH:27]([N:7]1[C:15]2[C:10](=[CH:11][CH:12]=[C:13]([C:16]([O:18][CH2:19][CH3:20])=[O:17])[CH:14]=2)[CH:9]=[C:8]1[C:21]([O:23][CH2:24][CH3:25])=[O:22])[CH3:30])#[N:29]. The catalyst class is: 3. (3) Product: [C:43]([CH2:42][CH:18]([CH2:19][CH2:20][CH2:21][SH:22])[C:17]([NH:16][CH:7]([CH2:8][C:9]([OH:11])=[O:10])[C:6]([OH:51])=[O:5])=[O:50])([OH:45])=[O:44]. The catalyst class is: 2. Reactant: C([O:5][C:6](=[O:51])[CH:7]([NH:16][C:17](=[O:50])[CH:18]([CH2:42][C:43]([O:45]C(C)(C)C)=[O:44])[CH2:19][CH2:20][CH2:21][S:22]C(C1C=CC=CC=1)(C1C=CC=CC=1)C1C=CC=CC=1)[CH2:8][C:9]([O:11]C(C)(C)C)=[O:10])(C)(C)C.C(O)(C(F)(F)F)=O.C(S)(S)C.C([SiH](C(C)C)C(C)C)(C)C. (4) Reactant: [N:1]1([C:11]([O:13][CH2:14][C:15]2[CH:20]=[CH:19][CH:18]=[CH:17][CH:16]=2)=[O:12])[CH2:5][CH2:4][CH2:3][C@H:2]1[C:6]([O:8][CH2:9][CH3:10])=[O:7].[Li+].C[Si]([N-][Si](C)(C)C)(C)C.[CH2:31](Br)[C:32]1[CH:37]=[CH:36][CH:35]=[CH:34][CH:33]=1. Product: [CH2:31]([C:2]1([C:6]([O:8][CH2:9][CH3:10])=[O:7])[CH2:3][CH2:4][CH2:5][N:1]1[C:11]([O:13][CH2:14][C:15]1[CH:20]=[CH:19][CH:18]=[CH:17][CH:16]=1)=[O:12])[C:32]1[CH:37]=[CH:36][CH:35]=[CH:34][CH:33]=1. The catalyst class is: 1. (5) Reactant: C(OC(=O)[N:7]([S:13]([C:16]1[CH:21]=[CH:20][C:19]([O:22][C:23]2[CH:28]=[CH:27][C:26]([Cl:29])=[CH:25][C:24]=2[C:30]2[N:34]([CH:35]3[CH2:38][NH:37][CH2:36]3)[N:33]=[CH:32][CH:31]=2)=[C:18]([C:39]#[N:40])[CH:17]=1)(=[O:15])=[O:14])[C:8]1[N:9]=[CH:10][S:11][CH:12]=1)(C)(C)C. Product: [NH:37]1[CH2:36][CH:35]([N:34]2[C:30]([C:24]3[CH:25]=[C:26]([Cl:29])[CH:27]=[CH:28][C:23]=3[O:22][C:19]3[CH:20]=[CH:21][C:16]([S:13]([NH:7][C:8]4[N:9]=[CH:10][S:11][CH:12]=4)(=[O:15])=[O:14])=[CH:17][C:18]=3[C:39]#[N:40])=[CH:31][CH:32]=[N:33]2)[CH2:38]1. The catalyst class is: 89. (6) Reactant: [C:1]([O:5][C:6](=[O:21])[C@@H:7]([NH:11][C:12]1[CH:17]=[CH:16][CH:15]=[CH:14][C:13]=1[N+:18]([O-])=O)[CH2:8][CH2:9][CH3:10])([CH3:4])([CH3:3])[CH3:2]. Product: [C:1]([O:5][C:6](=[O:21])[C@@H:7]([NH:11][C:12]1[CH:17]=[CH:16][CH:15]=[CH:14][C:13]=1[NH2:18])[CH2:8][CH2:9][CH3:10])([CH3:2])([CH3:3])[CH3:4]. The catalyst class is: 19. (7) Reactant: [C:1]([C:3]1[S:4][C:5]2[C:11]([C:12]#[N:13])=[C:10](/[N:14]=[CH:15]/[N:16](C)C)[CH:9]=[CH:8][C:6]=2[N:7]=1)#[N:2].N[C:20]1[CH:25]=[CH:24][C:23]([OH:26])=[C:22]([F:27])[CH:21]=1.[K+].[Br-]. Product: [F:27][C:22]1[CH:21]=[C:20]([NH:13][C:12]2[C:11]3[C:10](=[CH:9][CH:8]=[C:6]4[N:7]=[C:3]([C:1]#[N:2])[S:4][C:5]4=3)[N:14]=[CH:15][N:16]=2)[CH:25]=[CH:24][C:23]=1[OH:26]. The catalyst class is: 91. (8) Reactant: [F:1][C:2]1[C:3]([CH:8]2[CH2:17][C:16](=O)[C:15]3[C:10](=[CH:11][C:12]([NH:20]C(=O)C)=[C:13]([CH3:19])[CH:14]=3)[O:9]2)=[N:4][CH:5]=[CH:6][CH:7]=1.C([SiH](CC)CC)C. Product: [F:1][C:2]1[C:3]([CH:8]2[CH2:17][CH2:16][C:15]3[C:10](=[CH:11][C:12]([NH2:20])=[C:13]([CH3:19])[CH:14]=3)[O:9]2)=[N:4][CH:5]=[CH:6][CH:7]=1. The catalyst class is: 55. (9) Reactant: [CH3:1][N:2]1[C:6]([CH2:7][OH:8])=[C:5]([C:9]2[CH:14]=[CH:13][CH:12]=[CH:11][N:10]=2)[N:4]=[N:3]1.[H-].[Na+].Cl[C:18]1[CH:27]=[CH:26][C:21]([C:22]([O:24][CH3:25])=[O:23])=[CH:20][N:19]=1.O. Product: [CH3:25][O:24][C:22](=[O:23])[C:21]1[CH:26]=[CH:27][C:18]([O:8][CH2:7][C:6]2[N:2]([CH3:1])[N:3]=[N:4][C:5]=2[C:9]2[CH:14]=[CH:13][CH:12]=[CH:11][N:10]=2)=[N:19][CH:20]=1. The catalyst class is: 1.